From a dataset of NCI-60 drug combinations with 297,098 pairs across 59 cell lines. Regression. Given two drug SMILES strings and cell line genomic features, predict the synergy score measuring deviation from expected non-interaction effect. (1) Drug 1: C1=CC(=CC=C1C#N)C(C2=CC=C(C=C2)C#N)N3C=NC=N3. Drug 2: CN(CCCl)CCCl.Cl. Cell line: HOP-92. Synergy scores: CSS=27.1, Synergy_ZIP=1.07, Synergy_Bliss=1.44, Synergy_Loewe=-18.4, Synergy_HSA=3.42. (2) Drug 1: CC1=C(C(CCC1)(C)C)C=CC(=CC=CC(=CC(=O)O)C)C. Drug 2: COCCOC1=C(C=C2C(=C1)C(=NC=N2)NC3=CC=CC(=C3)C#C)OCCOC.Cl. Cell line: SNB-75. Synergy scores: CSS=-0.655, Synergy_ZIP=-0.381, Synergy_Bliss=-1.43, Synergy_Loewe=-1.64, Synergy_HSA=-2.56. (3) Drug 1: C1=CC(=C2C(=C1NCCNCCO)C(=O)C3=C(C=CC(=C3C2=O)O)O)NCCNCCO. Drug 2: C(=O)(N)NO. Cell line: TK-10. Synergy scores: CSS=41.1, Synergy_ZIP=5.62, Synergy_Bliss=6.84, Synergy_Loewe=-10.0, Synergy_HSA=8.02. (4) Drug 1: CCC(=C(C1=CC=CC=C1)C2=CC=C(C=C2)OCCN(C)C)C3=CC=CC=C3.C(C(=O)O)C(CC(=O)O)(C(=O)O)O. Drug 2: CC(C)CN1C=NC2=C1C3=CC=CC=C3N=C2N. Cell line: NCI-H460. Synergy scores: CSS=4.26, Synergy_ZIP=-3.92, Synergy_Bliss=-6.66, Synergy_Loewe=-5.22, Synergy_HSA=-6.26. (5) Drug 1: CCCS(=O)(=O)NC1=C(C(=C(C=C1)F)C(=O)C2=CNC3=C2C=C(C=N3)C4=CC=C(C=C4)Cl)F. Drug 2: CN1CCC(CC1)COC2=C(C=C3C(=C2)N=CN=C3NC4=C(C=C(C=C4)Br)F)OC. Cell line: SR. Synergy scores: CSS=5.03, Synergy_ZIP=-1.23, Synergy_Bliss=-1.34, Synergy_Loewe=-7.20, Synergy_HSA=-2.74. (6) Drug 1: CS(=O)(=O)C1=CC(=C(C=C1)C(=O)NC2=CC(=C(C=C2)Cl)C3=CC=CC=N3)Cl. Drug 2: C(CCl)NC(=O)N(CCCl)N=O. Cell line: MDA-MB-231. Synergy scores: CSS=20.9, Synergy_ZIP=2.11, Synergy_Bliss=5.76, Synergy_Loewe=5.01, Synergy_HSA=4.98. (7) Drug 1: CC1=C(C=C(C=C1)NC2=NC=CC(=N2)N(C)C3=CC4=NN(C(=C4C=C3)C)C)S(=O)(=O)N.Cl. Drug 2: CNC(=O)C1=NC=CC(=C1)OC2=CC=C(C=C2)NC(=O)NC3=CC(=C(C=C3)Cl)C(F)(F)F. Cell line: KM12. Synergy scores: CSS=60.1, Synergy_ZIP=-0.496, Synergy_Bliss=1.09, Synergy_Loewe=-17.5, Synergy_HSA=2.51.